From a dataset of Catalyst prediction with 721,799 reactions and 888 catalyst types from USPTO. Predict which catalyst facilitates the given reaction. (1) Reactant: [CH2:1]([O:3][C:4]([C:6]1[N:11]=[C:10]([C:12]2[CH:17]=[CH:16][CH:15]=[CH:14][CH:13]=2)[C:9]2[N:18]=[C:19]([C:21]([CH3:24])([CH3:23])[CH3:22])[S:20][C:8]=2[C:7]=1[OH:25])=[O:5])[CH3:2].[CH2:26](O)[CH3:27]. Product: [CH2:1]([O:3][C:4]([C:6]1[N:11]=[C:10]([CH2:12][CH2:13][C:14]2[CH:15]=[CH:16][CH:17]=[CH:27][CH:26]=2)[C:9]2[N:18]=[C:19]([C:21]([CH3:23])([CH3:22])[CH3:24])[S:20][C:8]=2[C:7]=1[OH:25])=[O:5])[CH3:2]. The catalyst class is: 153. (2) Reactant: [CH3:1][C:2]([CH3:23])([CH2:5][CH2:6][CH2:7][CH:8]([OH:22])[CH2:9][CH2:10][CH2:11][CH:12](O)[CH2:13][CH2:14][CH2:15][C:16]([CH3:20])([CH3:19])[CH2:17][OH:18])[CH2:3][OH:4].O.C1(C)C=CC(S(O)(=O)=O)=CC=1. Product: [OH:18][CH2:17][C:16]([CH3:20])([CH3:19])[CH2:15][CH2:14][CH2:13][CH:12]1[O:22][CH:8]([CH2:7][CH2:6][CH2:5][C:2]([CH3:23])([CH3:1])[CH2:3][OH:4])[CH2:9][CH2:10][CH2:11]1. The catalyst class is: 11. (3) Reactant: [Cl:1][C:2]1[CH:9]=[CH:8][C:5]([CH:6]=[O:7])=[CH:4][CH:3]=1.[F:10][C:11]([F:21])([F:20])[C:12]1[CH:17]=[CH:16][CH:15]=[CH:14][C:13]=1[Mg]Br. Product: [F:10][C:11]([F:21])([F:20])[C:12]1[CH:17]=[CH:16][CH:15]=[CH:14][C:13]=1[CH:6]([OH:7])[C:5]1[CH:8]=[CH:9][C:2]([Cl:1])=[CH:3][CH:4]=1. The catalyst class is: 1. (4) Reactant: [Br:1][C:2]1[CH:7]=[CH:6][C:5]([C:8]2[NH:12][C:11]([C@:13]3([CH3:35])[CH2:17][CH2:16][CH2:15][N:14]3C(OCC3C4C=CC=CC=4C4C3=CC=CC=4)=O)=[N:10][CH:9]=2)=[CH:4][CH:3]=1.N1CCCCC1. Product: [Br:1][C:2]1[CH:3]=[CH:4][C:5]([C:8]2[NH:12][C:11]([C@:13]3([CH3:35])[CH2:17][CH2:16][CH2:15][NH:14]3)=[N:10][CH:9]=2)=[CH:6][CH:7]=1. The catalyst class is: 3. (5) Reactant: O.[Na].[F:3][C:4]1[CH:31]=[CH:30][C:7]([CH2:8][C:9]2[NH:13][C:12](/[CH:14]=[CH:15]/[C:16]3[CH:21]=[CH:20][C:19]([N:22]4[CH:26]=[C:25]([CH3:27])[N:24]=[CH:23]4)=[C:18]([O:28][CH3:29])[CH:17]=3)=[N:11][N:10]=2)=[CH:6][CH:5]=1.IC.O.[C:35](=O)(O)[O-].[Na+]. Product: [F:3][C:4]1[CH:5]=[CH:6][C:7]([CH2:8][C:9]2[N:10]([CH3:35])[N:11]=[C:12](/[CH:14]=[CH:15]/[C:16]3[CH:21]=[CH:20][C:19]([N:22]4[CH:26]=[C:25]([CH3:27])[N:24]=[CH:23]4)=[C:18]([O:28][CH3:29])[CH:17]=3)[N:13]=2)=[CH:30][CH:31]=1.[F:3][C:4]1[CH:5]=[CH:6][C:7]([CH2:8][C:9]2[N:13]=[C:12](/[CH:14]=[CH:15]/[C:16]3[CH:21]=[CH:20][C:19]([N:22]4[CH:26]=[C:25]([CH3:27])[N:24]=[CH:23]4)=[C:18]([O:28][CH3:29])[CH:17]=3)[N:11]([CH3:35])[N:10]=2)=[CH:30][CH:31]=1. The catalyst class is: 56. (6) Reactant: [C:1]([O:5][C:6]([N:8]([CH2:13][CH2:14][S:15][S:16][C:17]([CH3:20])([CH3:19])[CH3:18])[CH2:9][C:10]([OH:12])=[O:11])=[O:7])([CH3:4])([CH3:3])[CH3:2].Br[CH2:22][C:23]#[N:24].CCN(C(C)C)C(C)C.[Cl-].[NH4+]. Product: [C:1]([O:5][C:6]([N:8]([CH2:13][CH2:14][S:15][S:16][C:17]([CH3:20])([CH3:19])[CH3:18])[CH2:9][C:10]([O:12][CH2:22][C:23]#[N:24])=[O:11])=[O:7])([CH3:4])([CH3:3])[CH3:2]. The catalyst class is: 3.